Dataset: Reaction yield outcomes from USPTO patents with 853,638 reactions. Task: Predict the reaction yield, written as a fraction of the theoretical maximum amount of product (1.0 means a 100% yield; for example, 0.34 means a 34% yield). (1) The reactants are [C:1](#[N:5])[CH2:2][C:3]#[N:4].[C:6]1([CH:16]=O)[C:15]2[C:10](=[CH:11][CH:12]=[CH:13][CH:14]=2)[CH:9]=[CH:8][CH:7]=1.[BH4-].[Na+].Cl. The catalyst is C(O)C.O. The product is [C:6]1([CH2:16][CH:2]([C:1]#[N:5])[C:3]#[N:4])[C:15]2[C:10](=[CH:11][CH:12]=[CH:13][CH:14]=2)[CH:9]=[CH:8][CH:7]=1. The yield is 0.800. (2) The reactants are C([O:3][C:4](=[O:24])[CH2:5][NH:6][C:7]([C:9]1[CH:14]=[CH:13][C:12]([C:15]2[CH:20]=[CH:19][C:18]([Cl:21])=[CH:17][CH:16]=2)=[CH:11][C:10]=1[O:22]C)=[O:8])C.B(Br)(Br)Br. The catalyst is C(Cl)Cl. The product is [Cl:21][C:18]1[CH:17]=[CH:16][C:15]([C:12]2[CH:13]=[CH:14][C:9]([C:7]([NH:6][CH2:5][C:4]([OH:24])=[O:3])=[O:8])=[C:10]([OH:22])[CH:11]=2)=[CH:20][CH:19]=1. The yield is 0.410.